From a dataset of Peptide-MHC class I binding affinity with 185,985 pairs from IEDB/IMGT. Regression. Given a peptide amino acid sequence and an MHC pseudo amino acid sequence, predict their binding affinity value. This is MHC class I binding data. (1) The peptide sequence is ILMIFISSFL. The binding affinity (normalized) is 0.405. The MHC is HLA-A31:01 with pseudo-sequence HLA-A31:01. (2) The peptide sequence is FLHPKHWGT. The MHC is HLA-A02:50 with pseudo-sequence HLA-A02:50. The binding affinity (normalized) is 1.00. (3) The peptide sequence is GVPELGAFF. The MHC is HLA-A69:01 with pseudo-sequence HLA-A69:01. The binding affinity (normalized) is 0.0847. (4) The binding affinity (normalized) is 0. The MHC is H-2-Db with pseudo-sequence H-2-Db. The peptide sequence is FKSVEFDM. (5) The peptide sequence is NQGNILMDSI. The MHC is HLA-A30:02 with pseudo-sequence HLA-A30:02. The binding affinity (normalized) is 0.235.